Dataset: Full USPTO retrosynthesis dataset with 1.9M reactions from patents (1976-2016). Task: Predict the reactants needed to synthesize the given product. (1) The reactants are: [CH3:1][O:2][C:3]([NH:5][C@H:6]([C:11]([OH:13])=O)[C:7]([CH3:10])([CH3:9])[CH3:8])=[O:4].CN(C)CCCN=C=NCC.C1C=CC2N(O)N=NC=2C=1.CN1CCOCC1.[C:42]([O:46][C:47]([CH3:50])([CH3:49])[CH3:48])(=[O:45])[NH:43][NH2:44]. Given the product [C:47]([O:46][C:42]([NH:43][NH:44][C:11](=[O:13])[CH:6]([NH:5][C:3]([O:2][CH3:1])=[O:4])[C:7]([CH3:8])([CH3:9])[CH3:10])=[O:45])([CH3:50])([CH3:49])[CH3:48], predict the reactants needed to synthesize it. (2) Given the product [CH3:1][N:2]1[C:6]([B:18]2[O:22][C:21]([CH3:24])([CH3:23])[C:20]([CH3:26])([CH3:25])[O:19]2)=[CH:5][CH:4]=[N:3]1, predict the reactants needed to synthesize it. The reactants are: [CH3:1][N:2]1[CH:6]=[CH:5][CH:4]=[N:3]1.C([Li])CCCCC.C(O[B:18]1[O:22][C:21]([CH3:24])([CH3:23])[C:20]([CH3:26])([CH3:25])[O:19]1)(C)C.C(O)(=O)C. (3) The reactants are: [OH:1][C:2]1([C:10]#[N:11])[CH2:7][CH2:6][N:5]([O:8][CH3:9])[CH2:4][CH2:3]1.CN(C)C1C=CN=CC=1.CN(C1C=CN=CC=1)C.[CH3:30][C:31]1[CH:36]=[C:35]([CH3:37])[CH:34]=[C:33]([CH3:38])[C:32]=1[CH2:39][C:40](Cl)=[O:41].O. Given the product [C:10]([C:2]1([O:1][C:40](=[O:41])[CH2:39][C:32]2[C:31]([CH3:30])=[CH:36][C:35]([CH3:37])=[CH:34][C:33]=2[CH3:38])[CH2:3][CH2:4][N:5]([O:8][CH3:9])[CH2:6][CH2:7]1)#[N:11], predict the reactants needed to synthesize it.